From a dataset of Forward reaction prediction with 1.9M reactions from USPTO patents (1976-2016). Predict the product of the given reaction. (1) Given the reactants Br[C:2]1[CH:3]=[C:4]2[C:9](=[CH:10][CH:11]=1)[C:8](=[O:12])[NH:7][N:6]=[C:5]2[Cl:13].[N:14]1([C:20]2[CH:27]=[CH:26][CH:25]=[CH:24][C:21]=2[CH2:22][NH2:23])[CH2:19][CH2:18][CH2:17][CH2:16][CH2:15]1.C1C=CC(P(C2C(C3C(P(C4C=CC=CC=4)C4C=CC=CC=4)=CC=C4C=3C=CC=C4)=C3C(C=CC=C3)=CC=2)C2C=CC=CC=2)=CC=1.CC([O-])(C)C.[Na+], predict the reaction product. The product is: [Cl:13][C:5]1[C:4]2[C:9](=[CH:10][CH:11]=[C:2]([NH:23][CH2:22][C:21]3[CH:24]=[CH:25][CH:26]=[CH:27][C:20]=3[N:14]3[CH2:19][CH2:18][CH2:17][CH2:16][CH2:15]3)[CH:3]=2)[C:8](=[O:12])[NH:7][N:6]=1. (2) The product is: [CH3:27][S:24]([O:8][CH2:9][CH2:10][NH:11][S:12]([C:15]1[CH:20]=[CH:19][CH:18]=[CH:17][C:16]=1[N+:21]([O-:23])=[O:22])(=[O:14])=[O:13])(=[O:26])=[O:25]. Given the reactants C(N(CC)CC)C.[OH:8][CH2:9][CH2:10][NH:11][S:12]([C:15]1[CH:20]=[CH:19][CH:18]=[CH:17][C:16]=1[N+:21]([O-:23])=[O:22])(=[O:14])=[O:13].[S:24](Cl)([CH3:27])(=[O:26])=[O:25].CCCCCC.C(OCC)(=O)C, predict the reaction product. (3) Given the reactants [S:1]1[CH2:5][CH2:4][N:3]2[C:6]([C:9]3[CH:17]=[CH:16][C:12]([C:13]([OH:15])=O)=[CH:11][CH:10]=3)=[CH:7][N:8]=[C:2]12.CN(C(ON1N=NC2C=CC=CC1=2)=[N+](C)C)C.[B-](F)(F)(F)F.[Cl:40][C:41]1[CH:51]=[CH:50][C:44]2[NH:45][C:46]([CH2:48][NH2:49])=[N:47][C:43]=2[CH:42]=1.ClCl, predict the reaction product. The product is: [Cl:40][C:41]1[CH:51]=[CH:50][C:44]2[NH:45][C:46]([CH2:48][NH:49][C:13](=[O:15])[C:12]3[CH:11]=[CH:10][C:9]([C:6]4[N:3]5[C:2]([S:1][CH2:5][CH2:4]5)=[N:8][CH:7]=4)=[CH:17][CH:16]=3)=[N:47][C:43]=2[CH:42]=1.